This data is from Catalyst prediction with 721,799 reactions and 888 catalyst types from USPTO. The task is: Predict which catalyst facilitates the given reaction. (1) The catalyst class is: 220. Product: [F:1][C:2]([F:7])([F:6])[CH2:3][CH2:4][O:5][C:15]1[N:16]=[CH:17][C:18]([C:19]([O:21][CH2:22][CH3:23])=[O:20])=[CH:24][CH:25]=1. Reactant: [F:1][C:2]([F:7])([F:6])[CH2:3][CH2:4][OH:5].CC(C)([O-])C.[K+].Cl[C:15]1[CH:25]=[CH:24][C:18]([C:19]([O:21][CH2:22][CH3:23])=[O:20])=[CH:17][N:16]=1. (2) Reactant: CC([CH2:5][N:6]([CH2:10][CH2:11][N:12]1[CH:16]=[C:15]([C:17]2[CH:18]=[C:19]3[C:24](=[CH:25][CH:26]=2)[N:23]([C:27](=[O:29])[CH3:28])[C@@H:22]([CH3:30])[CH2:21][C@H:20]3[NH:31][C:32]2[CH:37]=[C:36]([F:38])[CH:35]=[CH:34][N:33]=2)[CH:14]=[N:13]1)C(=O)[O-])(C)C.FC(F)(F)C(O)=O.[ClH:46].CCOCC. Product: [ClH:46].[C:27]([N:23]1[C:24]2[C:19](=[CH:18][C:17]([C:15]3[CH:14]=[N:13][N:12]([CH2:11][CH2:10][NH:6][CH3:5])[CH:16]=3)=[CH:26][CH:25]=2)[C@H:20]([NH:31][C:32]2[CH:37]=[C:36]([F:38])[CH:35]=[CH:34][N:33]=2)[CH2:21][C@@H:22]1[CH3:30])(=[O:29])[CH3:28]. The catalyst class is: 4. (3) Reactant: Cl.[NH:2]1[C:10]2[C:5](=[CH:6][CH:7]=[CH:8][C:9]=2[C:11]([NH:13][C@H:14]([C:16]2[CH:25]=[CH:24][C:19]([C:20]([O:22][CH3:23])=[O:21])=[CH:18][CH:17]=2)[CH3:15])=[O:12])[CH2:4][CH2:3]1.C(=O)([O-])[O-].[K+].[K+].CN(C=O)C.[Cl:37][C:38]1[CH:45]=[CH:44][C:41]([CH2:42]Br)=[CH:40][CH:39]=1. Product: [Cl:37][C:38]1[CH:45]=[CH:44][C:41]([CH2:42][N:2]2[C:10]3[C:5](=[CH:6][CH:7]=[CH:8][C:9]=3[C:11]([NH:13][C@H:14]([C:16]3[CH:17]=[CH:18][C:19]([C:20]([O:22][CH3:23])=[O:21])=[CH:24][CH:25]=3)[CH3:15])=[O:12])[CH2:4][CH2:3]2)=[CH:40][CH:39]=1. The catalyst class is: 6. (4) Reactant: [H-].[Al+3].[Li+].[H-].[H-].[H-].FC(F)(F)C1C=CC(S(NC2C=CC3C[C@@H]4[C@H](CCCN4C(=O)CC)CC=3C=2)(=O)=O)=CC=1.[F:39][C:40]([F:70])([F:69])[C:41]1[CH:46]=[CH:45][C:44]([S:47]([NH:50][C:51]2[CH:68]=[CH:67][C:54]3[CH2:55][C@@H:56]4[C@@H:61]([CH2:62][C:53]=3[CH:52]=2)[N:60]([C:63](=O)[CH2:64][CH3:65])[CH2:59][CH2:58][CH2:57]4)(=[O:49])=[O:48])=[CH:43][CH:42]=1.O. Product: [F:70][C:40]([F:39])([F:69])[C:41]1[CH:42]=[CH:43][C:44]([S:47]([NH:50][C:51]2[CH:68]=[CH:67][C:54]3[CH2:55][C@@H:56]4[C@@H:61]([CH2:62][C:53]=3[CH:52]=2)[N:60]([CH2:63][CH2:64][CH3:65])[CH2:59][CH2:58][CH2:57]4)(=[O:48])=[O:49])=[CH:45][CH:46]=1. The catalyst class is: 7. (5) Reactant: [CH2:1]([N:8]1[CH2:13][CH2:12][C:11](=O)[CH:10]([CH3:15])[CH2:9]1)[C:2]1[CH:7]=[CH:6][CH:5]=[CH:4][CH:3]=1.[CH3:16][O:17][C:18]1[CH:25]=[C:24]([O:26][CH3:27])[CH:23]=[CH:22][C:19]=1[CH2:20][NH2:21].C(O[BH-](OC(=O)C)OC(=O)C)(=O)C.[Na+].[OH-].[Na+]. Product: [CH2:1]([N:8]1[CH2:13][CH2:12][CH:11]([NH:21][CH2:20][C:19]2[CH:22]=[CH:23][C:24]([O:26][CH3:27])=[CH:25][C:18]=2[O:17][CH3:16])[CH:10]([CH3:15])[CH2:9]1)[C:2]1[CH:7]=[CH:6][CH:5]=[CH:4][CH:3]=1. The catalyst class is: 68. (6) Reactant: [C:1]1(=O)[CH2:6][CH2:5][CH2:4][CH2:3][CH2:2]1.CN([CH:11]=[O:12])C.P(Cl)(Cl)([Cl:15])=O.[OH-].[Na+]. Product: [Cl:15][C:1]1[CH2:6][CH2:5][CH2:4][CH2:3][C:2]=1[CH:11]=[O:12]. The catalyst class is: 93. (7) Reactant: Br.Br.[CH3:3][C@@H:4]1[CH2:9][NH:8][C@H:7]([CH3:10])[CH2:6][NH:5]1.[Cl:11][C:12]1[C:21]2[C:16](=[CH:17][CH:18]=[CH:19][CH:20]=2)[C:15](Cl)=[N:14][N:13]=1.C(=O)([O-])[O-].[K+].[K+].CN1CCCC1=O. Product: [Cl:11][C:12]1[C:21]2[C:16](=[CH:17][CH:18]=[CH:19][CH:20]=2)[C:15]([N:5]2[CH2:6][C@@H:7]([CH3:10])[NH:8][CH2:9][C@H:4]2[CH3:3])=[N:14][N:13]=1. The catalyst class is: 13. (8) Reactant: [CH3:1][C@@H:2]1[CH2:7][CH2:6][C@H:5]([O:8][C:9]2[C:10]([C:21]([F:24])([F:23])[F:22])=[C:11]3[C:16](=[CH:17][CH:18]=2)[CH:15]=[C:14]([CH:19]=[O:20])[CH:13]=[CH:12]3)[CH2:4][CH2:3]1.FC([Si:29]([CH3:32])([CH3:31])[CH3:30])(F)F. Product: [CH3:30][Si:29]([CH3:32])([CH3:31])[O:20][CH:19]([C:14]1[CH:13]=[CH:12][C:11]2[C:16](=[CH:17][CH:18]=[C:9]([O:8][C@H:5]3[CH2:4][CH2:3][C@@H:2]([CH3:1])[CH2:7][CH2:6]3)[C:10]=2[C:21]([F:22])([F:23])[F:24])[CH:15]=1)[C:21]([F:24])([F:23])[F:22]. The catalyst class is: 3. (9) Reactant: [CH3:1][N:2]([CH3:19])[C:3]([C:5]1[C:9]([N+:10]([O-])=O)=[CH:8][N:7]([C:13]2[CH:18]=[CH:17][CH:16]=[CH:15][N:14]=2)[N:6]=1)=[O:4]. Product: [CH3:1][N:2]([CH3:19])[C:3]([C:5]1[C:9]([NH2:10])=[CH:8][N:7]([C:13]2[CH:18]=[CH:17][CH:16]=[CH:15][N:14]=2)[N:6]=1)=[O:4]. The catalyst class is: 123.